Dataset: Drug-target binding data from BindingDB using Ki measurements. Task: Regression. Given a target protein amino acid sequence and a drug SMILES string, predict the binding affinity score between them. We predict pKi (pKi = -log10(Ki in M); higher means stronger inhibition). Dataset: bindingdb_ki. The drug is C=C/C(C)=C/CCC(C)[C@H]1CC[C@@]2(C)[C@@H]3CC[C@H]4C(C)(C)[C@@H](O)CCC45CC35CC[C@]12C. The target protein sequence is MQKKKKNRNEVVLCSAEGTGGCSRLAAMDLASNLGGKIDKAEVLSAVQKYEKYHVCYGGQEEERKANYTDMVNKYYDLVTSFYEFGWGESFHFAPRWKGESLRESIKRHEHFLPLQLGLKPGQKVLDVGCGIGGPLREISRFSSTSITGLNNNEYQITRGKELNRIAGVDKTCNFVKADFMKMPFPDNSFDAVYAIEATCHAPDAYGCYKEIFRVLKPGQYFAAYEWCMTDSFDPQNPEHQKIKAEIEIGDGLPDIRLTAKCLEALKQAGFEVIWEKDLAVDSPLPWYLPLDKSHFSLSSFRLTAVGRLFTKNMVKVLEYVGLAPKGSLRVQDFLEKAAEGLVEGGKREIFTPMYFFLARKPDLDRN. The pKi is 4.3.